From a dataset of Reaction yield outcomes from USPTO patents with 853,638 reactions. Predict the reaction yield, written as a fraction of the theoretical maximum amount of product (1.0 means a 100% yield; for example, 0.34 means a 34% yield). (1) The reactants are [CH2:1]([N:5]1[CH:13]=[C:12]2[C:7]([CH:8]=[CH:9][CH:10]=[CH:11]2)=[N:6]1)[CH2:2][C:3]#[CH:4].[CH2:14]([N:18]1[C:26]2[C:21](=[CH:22][CH:23]=[CH:24][CH:25]=2)[CH:20]=[N:19]1)[CH2:15][C:16]#[CH:17].C1C=CC(P(C2C=CC=CC=2)C2C=CC=CC=2)=CC=1.Br[C:47]1[CH:52]=[CH:51][CH:50]=[CH:49][N:48]=1. The catalyst is CN(C=O)C.[Cu]I.Cl[Pd](Cl)([P](C1C=CC=CC=1)(C1C=CC=CC=1)C1C=CC=CC=1)[P](C1C=CC=CC=1)(C1C=CC=CC=1)C1C=CC=CC=1.CCN(CC)CC. The product is [N:18]1[CH:24]=[CH:23][CH:22]=[CH:21][C:26]=1[C:4]#[C:3][CH2:2][CH2:1][N:5]1[CH:13]=[C:12]2[C:7]([CH:8]=[CH:9][CH:10]=[CH:11]2)=[N:6]1.[N:48]1[CH:49]=[CH:50][CH:51]=[CH:52][C:47]=1[C:17]#[C:16][CH2:15][CH2:14][N:18]1[C:26]2[C:21](=[CH:22][CH:23]=[CH:24][CH:25]=2)[CH:20]=[N:19]1. The yield is 0.0300. (2) The reactants are [F:1][C:2]1[C:3]([CH2:24][NH:25][CH3:26])=[CH:4][N:5]([S:14]([C:17]2[C:18]([CH3:23])=[N:19][CH:20]=[CH:21][CH:22]=2)(=[O:16])=[O:15])[C:6]=1[C:7]1[C:8]([F:13])=[N:9][CH:10]=[CH:11][CH:12]=1.[C:27]([OH:34])(=[O:33])/[CH:28]=[CH:29]/[C:30]([OH:32])=[O:31]. The catalyst is C(OCC)(=O)C.C(O)C. The product is [C:27]([OH:34])(=[O:33])/[CH:28]=[CH:29]/[C:30]([OH:32])=[O:31].[F:1][C:2]1[C:3]([CH2:24][NH:25][CH3:26])=[CH:4][N:5]([S:14]([C:17]2[C:18]([CH3:23])=[N:19][CH:20]=[CH:21][CH:22]=2)(=[O:16])=[O:15])[C:6]=1[C:7]1[C:8]([F:13])=[N:9][CH:10]=[CH:11][CH:12]=1. The yield is 0.880. (3) The reactants are [C:1](Cl)(=[O:5])[CH:2]([CH3:4])[CH3:3].[NH2:7][C:8]1[CH:13]=[CH:12][C:11]([N:14]2[C:23](=[O:24])[C:22]3[C:17](=[CH:18][CH:19]=[CH:20][CH:21]=3)[N:16]=[C:15]2[C:25]2[CH:30]=[C:29]([CH3:31])[C:28]([O:32][CH2:33][CH2:34][OH:35])=[C:27]([CH3:36])[CH:26]=2)=[CH:10][CH:9]=1. The catalyst is C(Cl)Cl. The product is [OH:35][CH2:34][CH2:33][O:32][C:28]1[C:27]([CH3:36])=[CH:26][C:25]([C:15]2[N:14]([C:11]3[CH:12]=[CH:13][C:8]([NH:7][C:1](=[O:5])[CH:2]([CH3:4])[CH3:3])=[CH:9][CH:10]=3)[C:23](=[O:24])[C:22]3[C:17](=[CH:18][CH:19]=[CH:20][CH:21]=3)[N:16]=2)=[CH:30][C:29]=1[CH3:31]. The yield is 0.780. (4) The reactants are [F:1][C:2]1[CH:7]=[CH:6][C:5]([CH2:8][S:9](Cl)(=[O:11])=[O:10])=[CH:4][CH:3]=1.[CH2:13]([O:20][C:21](=[O:43])[C:22]([O:26][C:27]1[CH:32]=[CH:31][CH:30]=[C:29]([CH2:33][CH2:34][NH:35][CH2:36][CH2:37][CH2:38][CH2:39][CH2:40][CH2:41][CH3:42])[CH:28]=1)([CH3:25])[CH2:23][CH3:24])[C:14]1[CH:19]=[CH:18][CH:17]=[CH:16][CH:15]=1.C(N(CC)CC)C.C(Cl)Cl. The yield is 0.750. The product is [CH2:13]([O:20][C:21](=[O:43])[C:22]([O:26][C:27]1[CH:32]=[CH:31][CH:30]=[C:29]([CH2:33][CH2:34][N:35]([S:9]([CH2:8][C:5]2[CH:6]=[CH:7][C:2]([F:1])=[CH:3][CH:4]=2)(=[O:11])=[O:10])[CH2:36][CH2:37][CH2:38][CH2:39][CH2:40][CH2:41][CH3:42])[CH:28]=1)([CH3:25])[CH2:23][CH3:24])[C:14]1[CH:19]=[CH:18][CH:17]=[CH:16][CH:15]=1. The catalyst is C(OCC)(=O)C. (5) The reactants are [F:1][C:2]1[C:7]([F:8])=[C:6]([N+:9]([O-])=O)[CH:5]=[CH:4][C:3]=1[N:12]1[CH2:17][CH2:16][O:15][CH2:14][CH2:13]1. The catalyst is CCO.[Pd]. The product is [F:8][C:7]1[C:2]([F:1])=[C:3]([N:12]2[CH2:13][CH2:14][O:15][CH2:16][CH2:17]2)[CH:4]=[CH:5][C:6]=1[NH2:9]. The yield is 0.860. (6) The reactants are [CH3:1][O:2][C:3]1[CH:4]=[C:5]2[C:10](=[CH:11][C:12]=1[O:13][CH3:14])[N:9]=[CH:8][CH:7]=[C:6]2[O:15][C:16]1[C:22]([CH3:23])=[CH:21][C:19]([NH2:20])=[C:18]([CH3:24])[CH:17]=1.C1(C)C=CC=CC=1.C(N(CC)CC)C.Cl[C:40](Cl)([O:42]C(=O)OC(Cl)(Cl)Cl)Cl.[F:51][C:52]1[CH:53]=[C:54]([CH:58]=[CH:59][CH:60]=1)[CH:55]([OH:57])[CH3:56]. The catalyst is C(Cl)Cl. The product is [CH3:1][O:2][C:3]1[CH:4]=[C:5]2[C:10](=[CH:11][C:12]=1[O:13][CH3:14])[N:9]=[CH:8][CH:7]=[C:6]2[O:15][C:16]1[C:22]([CH3:23])=[CH:21][C:19]([NH:20][C:40](=[O:42])[O:57][CH:55]([C:54]2[CH:58]=[CH:59][CH:60]=[C:52]([F:51])[CH:53]=2)[CH3:56])=[C:18]([CH3:24])[CH:17]=1. The yield is 0.680. (7) The reactants are [CH3:1][O:2][C:3]1[CH:4]=[CH:5][C:6]([NH:11][C:12]2[C:13]3[N:14]([CH:40]=[CH:41][N:42]=3)[N:15]=[C:16]([N:18]3[CH2:23][CH2:22][CH2:21][CH:20]([C:24]([NH:26][C:27]4[CH:39]=[CH:38][C:30]([C:31]([O:33]C(C)(C)C)=[O:32])=[CH:29][CH:28]=4)=[O:25])[CH2:19]3)[CH:17]=2)=[N:7][C:8]=1[O:9][CH3:10].C(O)(C(F)(F)F)=O. The catalyst is ClCCl. The product is [CH3:1][O:2][C:3]1[CH:4]=[CH:5][C:6]([NH:11][C:12]2[C:13]3[N:14]([CH:40]=[CH:41][N:42]=3)[N:15]=[C:16]([N:18]3[CH2:23][CH2:22][CH2:21][CH:20]([C:24]([NH:26][C:27]4[CH:28]=[CH:29][C:30]([C:31]([OH:33])=[O:32])=[CH:38][CH:39]=4)=[O:25])[CH2:19]3)[CH:17]=2)=[N:7][C:8]=1[O:9][CH3:10]. The yield is 0.0400. (8) The reactants are Cl[C:2]1[N:10]=[CH:9][N:8]=[C:7]2[C:3]=1[N:4]=[C:5]([C:11]1[CH:16]=[CH:15][CH:14]=[C:13]([Cl:17])[CH:12]=1)[NH:6]2.[Si:18]([O:25][C@@H:26]1[C@H:30]([CH2:31][O:32][Si:33]([C:36]([CH3:39])([CH3:38])[CH3:37])([CH3:35])[CH3:34])[CH2:29][C@@H:28]([NH2:40])[CH2:27]1)([C:21]([CH3:24])([CH3:23])[CH3:22])([CH3:20])[CH3:19].C(N(CC)C(C)C)(C)C. The catalyst is C(O)C. The product is [Si:18]([O:25][C@@H:26]1[C@H:30]([CH2:31][O:32][Si:33]([C:36]([CH3:39])([CH3:38])[CH3:37])([CH3:34])[CH3:35])[CH2:29][C@@H:28]([NH:40][C:3]2[N:4]=[C:5]([C:11]3[CH:16]=[CH:15][CH:14]=[C:13]([Cl:17])[CH:12]=3)[N:6]=[C:7]3[C:2]=2[N:10]=[CH:9][NH:8]3)[CH2:27]1)([C:21]([CH3:24])([CH3:23])[CH3:22])([CH3:20])[CH3:19]. The yield is 0.760. (9) The reactants are [C:1]([O:5][C:6]([N:8]1[CH2:20][C@@H:19]([CH3:21])[N:18]2[C@H:10]([CH2:11][C:12]3[C:17]2=[N:16][C:15](Br)=[CH:14][CH:13]=3)[CH2:9]1)=[O:7])([CH3:4])([CH3:3])[CH3:2].[C:23](=[NH:36])([C:30]1[CH:35]=[CH:34][CH:33]=[CH:32][CH:31]=1)[C:24]1[CH:29]=[CH:28][CH:27]=[CH:26][CH:25]=1.CC(C)([O-])C.[Na+].C(=O)(O)[O-].[Na+]. The catalyst is C1(C)C=CC=CC=1. The product is [C:1]([O:5][C:6]([N:8]1[CH2:20][C@@H:19]([CH3:21])[N:18]2[C@H:10]([CH2:11][C:12]3[C:17]2=[N:16][C:15]([N:36]=[C:23]([C:24]2[CH:29]=[CH:28][CH:27]=[CH:26][CH:25]=2)[C:30]2[CH:35]=[CH:34][CH:33]=[CH:32][CH:31]=2)=[CH:14][CH:13]=3)[CH2:9]1)=[O:7])([CH3:4])([CH3:3])[CH3:2]. The yield is 0.943. (10) The reactants are Br[C:2]1[CH:10]=[CH:9][CH:8]=[C:7]2[C:3]=1[C:4]1([C:16]3=[CH:17][C:18]4[O:19][CH2:20][CH2:21][O:22][C:23]=4[CH:24]=[C:15]3[O:14][CH2:13]1)[C:5](=[O:12])[N:6]2[CH3:11].[CH3:25][O:26][C:27]1[CH:32]=[CH:31][C:30]([OH:33])=[CH:29][CH:28]=1.CC(C)([O-])C.[K+].CN1CCCC1=O. The catalyst is [Cu]Br.O. The product is [CH3:25][O:26][C:27]1[CH:32]=[CH:31][C:30]([O:33][C:2]2[CH:10]=[CH:9][CH:8]=[C:7]3[C:3]=2[C:4]2([C:16]4[C:15](=[CH:24][C:23]5[O:22][CH2:21][CH2:20][O:19][C:18]=5[CH:17]=4)[O:14][CH2:13]2)[C:5](=[O:12])[N:6]3[CH3:11])=[CH:29][CH:28]=1. The yield is 0.390.